From a dataset of Reaction yield outcomes from USPTO patents with 853,638 reactions. Predict the reaction yield, written as a fraction of the theoretical maximum amount of product (1.0 means a 100% yield; for example, 0.34 means a 34% yield). (1) The yield is 0.890. The product is [CH3:15][NH:14][C@H:11]1[CH2:12][CH2:13][C@H:8]([OH:7])[CH2:9][CH2:10]1. The catalyst is O1CCCC1.C(Cl)(Cl)Cl. The reactants are [H-].[Al+3].[Li+].[H-].[H-].[H-].[OH:7][C@H:8]1[CH2:13][CH2:12][C@H:11]([NH:14][C:15](=O)OC(C)(C)C)[CH2:10][CH2:9]1.O.[OH-].[Na+]. (2) The reactants are [NH2:1][C:2]1[CH:10]=[CH:9][C:8]([C:11]2[CH:12]=[C:13]3[C:19]([C:20]4[CH:25]=[CH:24][CH:23]=[CH:22][C:21]=4[O:26][CH3:27])=[N:18][NH:17][C:14]3=[N:15][CH:16]=2)=[CH:7][C:3]=1[C:4]([OH:6])=O.F[P-](F)(F)(F)(F)F.N1(OC(N(C)C)=[N+](C)C)[C:39]2[N:40]=[CH:41][CH:42]=C[C:38]=2N=N1.C(N(C(C)C)CC)(C)C.C(NCC)C.C(=O)(O)[O-].[Na+]. The catalyst is CN(C=O)C.ClCCl. The product is [NH2:1][C:2]1[CH:10]=[CH:9][C:8]([C:11]2[CH:12]=[C:13]3[C:19]([C:20]4[CH:25]=[CH:24][CH:23]=[CH:22][C:21]=4[O:26][CH3:27])=[N:18][NH:17][C:14]3=[N:15][CH:16]=2)=[CH:7][C:3]=1[C:4]([N:40]([CH2:41][CH3:42])[CH2:39][CH3:38])=[O:6]. The yield is 0.0700. (3) The reactants are [NH:1]1[C:9]2[C:4](=[CH:5][N:6]=[CH:7][CH:8]=2)[CH:3]=[CH:2]1.Cl.[CH3:11][NH:12][CH3:13].[CH2:14]=O. The catalyst is C(O)CCC. The product is [CH3:11][N:12]([CH2:14][C:3]1[C:4]2[CH:5]=[N:6][CH:7]=[CH:8][C:9]=2[NH:1][CH:2]=1)[CH3:13]. The yield is 0.390. (4) The reactants are [O:1]=[C:2]1[C:8]2[NH:9][N:10]=[C:11]([C:12]([O:14]CC)=[O:13])[C:7]=2[CH2:6][CH2:5][CH2:4][CH2:3]1.[OH-].[Na+].Cl. The product is [O:1]=[C:2]1[C:8]2[NH:9][N:10]=[C:11]([C:12]([OH:14])=[O:13])[C:7]=2[CH2:6][CH2:5][CH2:4][CH2:3]1. The yield is 0.900. The catalyst is CCO. (5) The reactants are [F:1][C:2]([F:29])([O:7][C:8]1[CH:13]=[CH:12][C:11]([N:14]2[CH:18]=[N:17][C:16]([C:19]3[CH:28]=[CH:27][C:22]([C:23]([O:25]C)=[O:24])=[CH:21][CH:20]=3)=[N:15]2)=[CH:10][CH:9]=1)[C:3]([F:6])([F:5])[F:4].C1COCC1.O.[OH-].[Li+].Cl. The catalyst is O. The product is [F:29][C:2]([F:1])([O:7][C:8]1[CH:9]=[CH:10][C:11]([N:14]2[CH:18]=[N:17][C:16]([C:19]3[CH:20]=[CH:21][C:22]([C:23]([OH:25])=[O:24])=[CH:27][CH:28]=3)=[N:15]2)=[CH:12][CH:13]=1)[C:3]([F:6])([F:5])[F:4]. The yield is 0.960.